This data is from Reaction yield outcomes from USPTO patents with 853,638 reactions. The task is: Predict the reaction yield, written as a fraction of the theoretical maximum amount of product (1.0 means a 100% yield; for example, 0.34 means a 34% yield). (1) The reactants are [CH:1]1([NH2:9])[CH2:8][CH2:7][CH2:6][CH2:5][CH2:4][CH2:3][CH2:2]1.[F:10][C:11]([F:24])([F:23])[C:12](=O)[CH2:13][C:14]([C:16]1[CH:21]=[CH:20][CH:19]=[CH:18][CH:17]=1)=O.CCN=C=[N:29][CH2:30][CH2:31][CH2:32][N:33](C)C.C1C=CC2N(O)N=[N:42]C=2C=1.CN([CH:49]=[O:50])C. The catalyst is CN(C1C=CN=CC=1)C.C(Cl)Cl.C([O-])(O)=O.[Na+]. The product is [CH:1]1([NH:9][C:49]([C:31]2[CH:30]=[N:29][N:42]3[CH:12]([C:11]([F:24])([F:23])[F:10])[CH2:13][CH:14]([C:16]4[CH:21]=[CH:20][CH:19]=[CH:18][CH:17]=4)[NH:33][C:32]=23)=[O:50])[CH2:8][CH2:7][CH2:6][CH2:5][CH2:4][CH2:3][CH2:2]1. The yield is 0.960. (2) The reactants are [NH2:1][CH2:2][CH2:3][O:4][C:5]1[C:10]([CH3:11])=[CH:9][C:8]([C:12]2[NH:21][C:20](=[O:22])[C:19]3[C:14](=[CH:15][C:16]([O:25][CH3:26])=[CH:17][C:18]=3[O:23][CH3:24])[N:13]=2)=[CH:7][C:6]=1[CH3:27].[CH:28](OC)=[O:29]. The catalyst is C(O)C. The product is [CH3:24][O:23][C:18]1[CH:17]=[C:16]([O:25][CH3:26])[CH:15]=[C:14]2[C:19]=1[C:20](=[O:22])[NH:21][C:12]([C:8]1[CH:9]=[C:10]([CH3:11])[C:5]([O:4][CH2:3][CH2:2][NH:1][CH:28]=[O:29])=[C:6]([CH3:27])[CH:7]=1)=[N:13]2. The yield is 0.710. (3) The reactants are [C:1]([O:5][C:6]([N:8]1[CH2:15][CH:14]2[CH:10]([CH2:11][C:12]([C:16]([OH:18])=O)=[CH:13]2)[CH2:9]1)=[O:7])([CH3:4])([CH3:3])[CH3:2].C(Cl)(=O)C(Cl)=O.CCN(C(C)C)C(C)C.Cl.[CH3:35][NH:36][O:37][CH3:38]. The catalyst is ClCCl.CN(C=O)C. The product is [CH3:38][O:37][N:36]([CH3:35])[C:16]([C:12]1[CH2:11][CH:10]2[CH:14]([CH2:15][N:8]([C:6]([O:5][C:1]([CH3:2])([CH3:3])[CH3:4])=[O:7])[CH2:9]2)[CH:13]=1)=[O:18]. The yield is 0.820. (4) The reactants are C1(C(=[N:14][C:15]([CH2:23][CH3:24])([CH2:21][CH3:22])[C:16]([O:18][CH2:19][CH3:20])=[O:17])C2C=CC=CC=2)C=CC=CC=1.Cl. The catalyst is C(OCC)C.C([O-])(O)=O.[Na+]. The product is [NH2:14][C:15]([CH2:21][CH3:22])([CH2:23][CH3:24])[C:16]([O:18][CH2:19][CH3:20])=[O:17]. The yield is 0.920. (5) The reactants are [CH3:1][NH:2][CH:3]([CH3:16])[CH2:4][CH2:5][CH:6]([N+:13]([O-:15])=[O:14])[C:7]1[CH:12]=[CH:11][CH:10]=[CH:9][CH:8]=1.[CH2:17]=O.S([O-])([O-])(=O)=O.[Na+].[Na+]. The catalyst is O1CCOCC1.C(OCC)(=O)C. The product is [CH3:1][N:2]1[CH2:17][C:6]([N+:13]([O-:15])=[O:14])([C:7]2[CH:12]=[CH:11][CH:10]=[CH:9][CH:8]=2)[CH2:5][CH2:4][CH:3]1[CH3:16]. The yield is 0.520.